Dataset: Reaction yield outcomes from USPTO patents with 853,638 reactions. Task: Predict the reaction yield, written as a fraction of the theoretical maximum amount of product (1.0 means a 100% yield; for example, 0.34 means a 34% yield). (1) The reactants are [N+:1]([C:4]1[CH:10]=[CH:9][CH:8]=[CH:7][C:5]=1N)([O-:3])=[O:2].[CH3:11][O:12][C:13]([C:15]1[CH:20]=[CH:19][C:18]([C:21](Cl)=[O:22])=[CH:17][CH:16]=1)=[O:14].[N:24]1C=CC=CC=1. The catalyst is C1COCC1.C(=O)(O)[O-].[Na+].CCOC(C)=O. The product is [CH3:11][O:12][C:13](=[O:14])[C:15]1[CH:20]=[CH:19][C:18]([C:21]([NH2:24])=[O:22])=[CH:17][C:16]=1[C:5]1[CH:7]=[CH:8][CH:9]=[CH:10][C:4]=1[N+:1]([O-:3])=[O:2]. The yield is 0.780. (2) The reactants are [C:1]1([C:7]2([C:10]([OH:12])=O)[CH2:9][CH2:8]2)[CH:6]=[CH:5][CH:4]=[CH:3][CH:2]=1.Cl.[CH3:14][C:15]1[C:19]([CH2:20][N:21]2[CH:25]=[C:24]([NH2:26])[CH:23]=[N:22]2)=[C:18]([CH3:27])[O:17][N:16]=1. No catalyst specified. The product is [CH3:14][C:15]1[C:19]([CH2:20][N:21]2[CH:25]=[C:24]([NH:26][C:10]([C:7]3([C:1]4[CH:2]=[CH:3][CH:4]=[CH:5][CH:6]=4)[CH2:8][CH2:9]3)=[O:12])[CH:23]=[N:22]2)=[C:18]([CH3:27])[O:17][N:16]=1. The yield is 0.0600.